This data is from Peptide-MHC class I binding affinity with 185,985 pairs from IEDB/IMGT. The task is: Regression. Given a peptide amino acid sequence and an MHC pseudo amino acid sequence, predict their binding affinity value. This is MHC class I binding data. (1) The peptide sequence is RPYGKFRAM. The MHC is HLA-B35:01 with pseudo-sequence HLA-B35:01. The binding affinity (normalized) is 0.773. (2) The peptide sequence is VPRPCQKSL. The MHC is HLA-B27:05 with pseudo-sequence HLA-B27:05. The binding affinity (normalized) is 0.0847. (3) The peptide sequence is TCDWTNAGDY. The MHC is Mamu-B01 with pseudo-sequence Mamu-B01. The binding affinity (normalized) is 0. (4) The peptide sequence is RVIDSRKSV. The MHC is HLA-B07:02 with pseudo-sequence HLA-B07:02. The binding affinity (normalized) is 0.577. (5) The peptide sequence is ALIVAIWDK. The MHC is HLA-A31:01 with pseudo-sequence HLA-A31:01. The binding affinity (normalized) is 0.168. (6) The binding affinity (normalized) is 0.674. The peptide sequence is KVAQAAAAM. The MHC is HLA-B07:02 with pseudo-sequence HLA-B07:02. (7) The peptide sequence is YQNEVTPEY. The MHC is HLA-B58:01 with pseudo-sequence HLA-B58:01. The binding affinity (normalized) is 0.362. (8) The peptide sequence is EVVGSYIRY. The MHC is HLA-A69:01 with pseudo-sequence HLA-A69:01. The binding affinity (normalized) is 0.0847. (9) The peptide sequence is LVDENQSWY. The MHC is HLA-A68:02 with pseudo-sequence HLA-A68:02. The binding affinity (normalized) is 0.0847. (10) The peptide sequence is GLCTLVAML. The MHC is HLA-B53:01 with pseudo-sequence HLA-B53:01. The binding affinity (normalized) is 0.155.